Dataset: Catalyst prediction with 721,799 reactions and 888 catalyst types from USPTO. Task: Predict which catalyst facilitates the given reaction. (1) Reactant: [CH2:1]([O:3][C:4](=[O:30])[CH2:5][CH:6]1[CH2:11][CH2:10][CH:9]([O:12][Si:13]([C:26]([CH3:29])([CH3:28])[CH3:27])([C:20]2[CH:25]=[CH:24][CH:23]=[CH:22][CH:21]=2)[C:14]2[CH:19]=[CH:18][CH:17]=[CH:16][CH:15]=2)[CH2:8][CH2:7]1)[CH3:2].[CH:31]([N-:34]C(C)C)(C)[CH3:32].[Li+].BrCC#N.C(OCC)(=O)C. Product: [CH2:1]([O:3][C:4](=[O:30])[CH:5]([CH:6]1[CH2:11][CH2:10][CH:9]([O:12][Si:13]([C:26]([CH3:29])([CH3:28])[CH3:27])([C:20]2[CH:21]=[CH:22][CH:23]=[CH:24][CH:25]=2)[C:14]2[CH:19]=[CH:18][CH:17]=[CH:16][CH:15]=2)[CH2:8][CH2:7]1)[CH2:32][C:31]#[N:34])[CH3:2]. The catalyst class is: 1. (2) Reactant: [Cl:1][C:2]1[CH:7]=[CH:6][CH:5]=[C:4]([Cl:8])[C:3]=1[S:9](Cl)(=[O:11])=[O:10].[NH3:13].Cl. Product: [Cl:1][C:2]1[CH:7]=[CH:6][CH:5]=[C:4]([Cl:8])[C:3]=1[S:9]([NH2:13])(=[O:11])=[O:10]. The catalyst class is: 17. (3) Reactant: C[O:2][C:3]([C:5]1(OC)[O:9][N:8]=[C:7]([C:10]2[CH:15]=[CH:14][C:13]([C:16]#[N:17])=[CH:12][C:11]=2[F:18])[CH2:6]1)=[O:4].[OH-].[Na+]. Product: [C:16]([C:13]1[CH:14]=[CH:15][C:10]([C:7]2[CH:6]=[C:5]([C:3]([OH:4])=[O:2])[O:9][N:8]=2)=[C:11]([F:18])[CH:12]=1)#[N:17]. The catalyst class is: 7. (4) Product: [CH2:10]([S:17][C:2]1[CH:9]=[CH:8][C:5]([C:6]#[N:7])=[CH:4][CH:3]=1)[C:11]1[CH:16]=[CH:15][CH:14]=[CH:13][CH:12]=1. Reactant: F[C:2]1[CH:9]=[CH:8][C:5]([C:6]#[N:7])=[CH:4][CH:3]=1.[CH2:10]([SH:17])[C:11]1[CH:16]=[CH:15][CH:14]=[CH:13][CH:12]=1.C(=O)([O-])[O-].[Cs+].[Cs+]. The catalyst class is: 37.